Dataset: Full USPTO retrosynthesis dataset with 1.9M reactions from patents (1976-2016). Task: Predict the reactants needed to synthesize the given product. Given the product [Br:1][C:2]1[N:7]=[C:6]2[N:8]([CH:31]3[CH2:36][CH2:35][N:34]([C:37]([O:39][C:40]([CH3:43])([CH3:42])[CH3:41])=[O:38])[CH2:33][CH2:32]3)[N:9]=[CH:10][C:5]2=[C:4]([C:11](=[O:12])[NH:13][CH2:14][C:15]2[C:16](=[O:23])[NH:17][C:18]([CH3:22])=[CH:19][C:20]=2[CH3:21])[CH:3]=1, predict the reactants needed to synthesize it. The reactants are: [Br:1][C:2]1[CH:3]=[C:4]([C:11]([NH:13][CH2:14][C:15]2[C:16](=[O:23])[NH:17][C:18]([CH3:22])=[CH:19][C:20]=2[CH3:21])=[O:12])[C:5]2[CH:10]=[N:9][NH:8][C:6]=2[N:7]=1.C([O-])([O-])=O.[K+].[K+].Br[CH:31]1[CH2:36][CH2:35][N:34]([C:37]([O:39][C:40]([CH3:43])([CH3:42])[CH3:41])=[O:38])[CH2:33][CH2:32]1.O.